Dataset: Full USPTO retrosynthesis dataset with 1.9M reactions from patents (1976-2016). Task: Predict the reactants needed to synthesize the given product. Given the product [Br:3][C:4]1[C:12]2[C:7](=[N:8][CH:9]=[C:10]([CH2:13][NH:14][C:15](=[O:21])[O:16][C:17]([CH3:18])([CH3:20])[CH3:19])[N:11]=2)[N:6]([S:22]([C:25]2[CH:31]=[CH:30][C:28]([CH3:29])=[CH:27][CH:26]=2)(=[O:24])=[O:23])[CH:5]=1, predict the reactants needed to synthesize it. The reactants are: [H-].[Na+].[Br:3][C:4]1[C:12]2[C:7](=[N:8][CH:9]=[C:10]([CH2:13][NH:14][C:15](=[O:21])[O:16][C:17]([CH3:20])([CH3:19])[CH3:18])[N:11]=2)[NH:6][CH:5]=1.[S:22](Cl)([C:25]1[CH:31]=[CH:30][C:28]([CH3:29])=[CH:27][CH:26]=1)(=[O:24])=[O:23].C(Cl)Cl.